This data is from Reaction yield outcomes from USPTO patents with 853,638 reactions. The task is: Predict the reaction yield, written as a fraction of the theoretical maximum amount of product (1.0 means a 100% yield; for example, 0.34 means a 34% yield). (1) The yield is 0.600. The reactants are [CH3:1][NH:2][CH2:3][CH2:4][C:5]#[C:6][C:7]1[CH:12]=[CH:11][CH:10]=[CH:9][N:8]=1.[Cl:13][C:14]1[CH:15]=[C:16]([CH:20]=[CH:21][CH:22]=1)[C:17](Cl)=[O:18]. The product is [Cl:13][C:14]1[CH:15]=[C:16]([CH:20]=[CH:21][CH:22]=1)[C:17]([N:2]([CH3:1])[CH2:3][CH2:4][C:5]#[C:6][C:7]1[CH:12]=[CH:11][CH:10]=[CH:9][N:8]=1)=[O:18]. No catalyst specified. (2) The reactants are Cl[C:2]1[N:7]=[C:6]([N:8]2[CH2:13][CH2:12][N:11]([C:14]([O:16][C:17]([CH3:20])([CH3:19])[CH3:18])=[O:15])[CH2:10][CH2:9]2)[CH:5]=[CH:4][N:3]=1.[F:21][C:22]1[C:27]([F:28])=[CH:26][CH:25]=[CH:24][C:23]=1B(O)O.C(=O)([O-])[O-].[Na+].[Na+].C1(C)C=CC=CC=1. The catalyst is O. The product is [F:21][C:22]1[C:27]([F:28])=[CH:26][CH:25]=[CH:24][C:23]=1[C:2]1[N:7]=[C:6]([N:8]2[CH2:13][CH2:12][N:11]([C:14]([O:16][C:17]([CH3:20])([CH3:19])[CH3:18])=[O:15])[CH2:10][CH2:9]2)[CH:5]=[CH:4][N:3]=1. The yield is 0.110. (3) The reactants are [Cl:1][C:2]1[CH:27]=[CH:26][C:5]2[C:6](=[O:25])[N:7]=[C:8]([C:10]3[N:15]=[C:14]([CH2:16][CH2:17][C:18]([OH:20])=[O:19])[CH:13]=[C:12]([S:21]([CH3:24])(=[O:23])=[O:22])[CH:11]=3)[S:9][C:4]=2[CH:3]=1.[CH2:28]1COC[CH2:29]1. No catalyst specified. The product is [Cl:1][C:2]1[CH:27]=[CH:26][C:5]2[C:6](=[O:25])[N:7]=[C:8]([C:10]3[N:15]=[C:14]([CH2:16][CH2:17][C:18]([O:20][CH2:28][CH3:29])=[O:19])[CH:13]=[C:12]([S:21]([CH3:24])(=[O:22])=[O:23])[CH:11]=3)[S:9][C:4]=2[CH:3]=1. The yield is 0.800. (4) The product is [CH3:1][O:2][C:3]1[CH:8]=[CH:7][C:6]([CH2:9][CH2:10][CH2:11][CH2:12][CH2:13][OH:14])=[CH:5][CH:4]=1. The reactants are [CH3:1][O:2][C:3]1[CH:8]=[CH:7][C:6]([C:9]#[C:10][CH2:11][CH2:12][CH2:13][OH:14])=[CH:5][CH:4]=1.[H][H]. The yield is 0.920. The catalyst is [Pd].C(O)C. (5) The reactants are Cl.[NH2:2][CH2:3][C:4]1[CH:13]=[CH:12][CH:11]=[C:10]2[C:5]=1[C:6](=[O:23])[N:7]([CH:15]1[CH2:20][CH2:19][C:18](=[O:21])[NH:17][C:16]1=[O:22])[C:8]([CH3:14])=[N:9]2.[C:24]([CH2:28][C:29](Cl)=[O:30])([CH3:27])([CH3:26])[CH3:25].C(N(CC)C(C)C)(C)C. The catalyst is C(#N)C. The yield is 0.220. The product is [O:22]=[C:16]1[CH:15]([N:7]2[C:6](=[O:23])[C:5]3[C:10](=[CH:11][CH:12]=[CH:13][C:4]=3[CH2:3][NH:2][C:29](=[O:30])[CH2:28][C:24]([CH3:27])([CH3:26])[CH3:25])[N:9]=[C:8]2[CH3:14])[CH2:20][CH2:19][C:18](=[O:21])[NH:17]1.